Dataset: Peptide-MHC class II binding affinity with 134,281 pairs from IEDB. Task: Regression. Given a peptide amino acid sequence and an MHC pseudo amino acid sequence, predict their binding affinity value. This is MHC class II binding data. (1) The peptide sequence is EKKYFAATIFEPLAA. The MHC is HLA-DPA10201-DPB10501 with pseudo-sequence HLA-DPA10201-DPB10501. The binding affinity (normalized) is 0.814. (2) The peptide sequence is ILKWHLHKVVEVPIN. The MHC is DRB1_0101 with pseudo-sequence DRB1_0101. The binding affinity (normalized) is 0.739.